Task: Predict the product of the given reaction.. Dataset: Forward reaction prediction with 1.9M reactions from USPTO patents (1976-2016) (1) Given the reactants Cl[C:2]1[N:3]=[C:4]2[C:9](=[CH:10][CH:11]=1)[N:8]=[CH:7][C:6]([C:12](=[O:15])[CH2:13][CH3:14])=[C:5]2[NH:16][C:17]1[CH:18]=[CH:19][C:20]([N:23]2[CH2:28][CH2:27][CH2:26][C@H:25]([NH:29][C:30](=[O:36])[O:31][C:32]([CH3:35])([CH3:34])[CH3:33])[CH2:24]2)=[N:21][CH:22]=1.[Cl:37][C:38]1[CH:43]=[C:42](B2OC(C)(C)C(C)(C)O2)[CH:41]=[C:40]([Cl:53])[C:39]=1[OH:54], predict the reaction product. The product is: [Cl:37][C:38]1[CH:43]=[C:42]([C:2]2[N:3]=[C:4]3[C:9](=[CH:10][CH:11]=2)[N:8]=[CH:7][C:6]([C:12](=[O:15])[CH2:13][CH3:14])=[C:5]3[NH:16][C:17]2[CH:18]=[CH:19][C:20]([N:23]3[CH2:28][CH2:27][CH2:26][C@H:25]([NH:29][C:30](=[O:36])[O:31][C:32]([CH3:33])([CH3:35])[CH3:34])[CH2:24]3)=[N:21][CH:22]=2)[CH:41]=[C:40]([Cl:53])[C:39]=1[OH:54]. (2) Given the reactants C(O[C:6]([N:8]1[CH2:13][CH2:12][C:11](=[O:14])[CH2:10][CH2:9]1)=O)(C)(C)C.OC1[CH2:21][CH2:20][NH:19][CH2:18][CH2:17]1.C(O[BH-](OC(=O)C)OC(=O)C)(=O)C.[Na+].Cl, predict the reaction product. The product is: [N:8]1([CH:6]2[CH2:21][CH2:20][NH:19][CH2:18][CH2:17]2)[CH2:9][CH2:10][CH:11]([OH:14])[CH2:12][CH2:13]1. (3) The product is: [F:26][C:23]1[CH:24]=[N:25][C:18]2[N:17]([C:27]3[CH:28]=[C:29]([C:33]4[CH:38]=[CH:37][CH:36]=[CH:35][C:34]=4[CH2:39][N:40]4[CH2:45][CH2:44][O:43][CH2:42][CH2:41]4)[CH:30]=[CH:31][CH:32]=3)[C:16](=[O:46])[N:15]([C@@H:12]3[CH2:13][CH2:14][C@H:9]([NH:8][C:1](=[O:3])[CH3:2])[CH2:10][CH2:11]3)[C:20](=[O:21])[C:19]=2[CH:22]=1. Given the reactants [C:1](OC(=O)C)(=[O:3])[CH3:2].[NH2:8][C@@H:9]1[CH2:14][CH2:13][C@H:12]([N:15]2[C:20](=[O:21])[C:19]3[CH:22]=[C:23]([F:26])[CH:24]=[N:25][C:18]=3[N:17]([C:27]3[CH:28]=[C:29]([C:33]4[CH:38]=[CH:37][CH:36]=[CH:35][C:34]=4[CH2:39][N:40]4[CH2:45][CH2:44][O:43][CH2:42][CH2:41]4)[CH:30]=[CH:31][CH:32]=3)[C:16]2=[O:46])[CH2:11][CH2:10]1.C(N(C(C)C)C(C)C)C, predict the reaction product. (4) Given the reactants Cl[C:2]1[C:11]2=[N:12][N:13](CC3C=CC(OC)=CC=3)[CH:14]=[C:10]2[C:9]2[CH:8]=[CH:7][CH:6]=[C:5]([O:24][CH3:25])[C:4]=2[N:3]=1.[NH2:26][C:27]1[CH:28]=[CH:29][C:30]2[CH2:36][CH2:35][CH2:34][C:33](=[O:37])[NH:32][C:31]=2[CH:38]=1.Cl, predict the reaction product. The product is: [CH3:25][O:24][C:5]1[C:4]2[N:3]=[C:2]([NH:26][C:27]3[CH:28]=[CH:29][C:30]4[CH2:36][CH2:35][CH2:34][C:33](=[O:37])[NH:32][C:31]=4[CH:38]=3)[C:11]3=[N:12][NH:13][CH:14]=[C:10]3[C:9]=2[CH:8]=[CH:7][CH:6]=1. (5) Given the reactants Cl.Cl.Br[C:4]1[CH:5]=[C:6]2[C:11](=[CH:12][CH:13]=1)[N:10]=[CH:9][N:8]=[C:7]2[NH:14][C:15]1[CH:20]=[CH:19][C:18]([O:21][CH2:22][C:23]2[CH:28]=[CH:27][CH:26]=[CH:25][N:24]=2)=[C:17]([CH3:29])[CH:16]=1.[S:30]1[CH:34]=[CH:33][CH:32]=[C:31]1B(OC(C)C)OC(C)C, predict the reaction product. The product is: [CH3:29][C:17]1[CH:16]=[C:15]([CH:20]=[CH:19][C:18]=1[O:21][CH2:22][C:23]1[CH:28]=[CH:27][CH:26]=[CH:25][N:24]=1)[NH:14][C:7]1[C:6]2[C:11](=[CH:12][CH:13]=[C:4]([C:31]3[S:30][CH:34]=[CH:33][CH:32]=3)[CH:5]=2)[N:10]=[CH:9][N:8]=1. (6) Given the reactants [CH3:1][O:2][C:3]([C@@H:5]([NH:13][C:14]([C@@H:16]([NH2:21])[CH2:17][C:18]([OH:20])=[O:19])=[O:15])[CH2:6][C:7]1[CH:8]=[CH:9][CH:10]=[CH:11][CH:12]=1)=[O:4].Cl.[CH3:23][C:24]([CH3:29])([CH3:28])[CH2:25][CH:26]=O, predict the reaction product. The product is: [CH3:23][C:24]([CH2:25][CH2:26][NH:21][C@H:16]([C:14]([NH:13][C@H:5]([C:3]([O:2][CH3:1])=[O:4])[CH2:6][C:7]1[CH:12]=[CH:11][CH:10]=[CH:9][CH:8]=1)=[O:15])[CH2:17][C:18]([OH:20])=[O:19])([CH3:29])[CH3:28]. (7) Given the reactants Cl.[Cl:2][C:3]1[N:4]=[C:5]([N:12]2[CH2:17][CH2:16][O:15][CH2:14][C@@H:13]2[CH3:18])[C:6]2[CH2:11][NH:10][CH2:9][C:7]=2[N:8]=1.C(O)(C(F)(F)F)=O.[CH3:26][C:27]([CH3:29])=O.C(O[BH-](OC(=O)C)OC(=O)C)(=O)C.[Na+], predict the reaction product. The product is: [Cl:2][C:3]1[N:4]=[C:5]([N:12]2[CH2:17][CH2:16][O:15][CH2:14][C@@H:13]2[CH3:18])[C:6]2[CH2:11][N:10]([CH:27]([CH3:29])[CH3:26])[CH2:9][C:7]=2[N:8]=1. (8) Given the reactants [F:1][C:2]1[CH:3]=[C:4]2[C:10]([C:11]3[N:16]=[C:15]([NH2:17])[C:14]([NH2:18])=[C:13]([NH2:19])[N:12]=3)=[N:9][N:8]([CH2:20][C:21]3[CH:26]=[CH:25][CH:24]=[CH:23][C:22]=3[F:27])[C:5]2=[N:6][CH:7]=1.Cl[C:29]([O:31][CH3:32])=[O:30], predict the reaction product. The product is: [NH2:19][C:13]1[C:14]([NH:18][C:29](=[O:30])[O:31][CH3:32])=[C:15]([NH2:17])[N:16]=[C:11]([C:10]2[C:4]3[C:5](=[N:6][CH:7]=[C:2]([F:1])[CH:3]=3)[N:8]([CH2:20][C:21]3[CH:26]=[CH:25][CH:24]=[CH:23][C:22]=3[F:27])[N:9]=2)[N:12]=1. (9) Given the reactants [B:1]1([OH:11])[C:5]2[CH:6]=[C:7]([OH:10])[CH:8]=[CH:9][C:4]=2[CH2:3][O:2]1.C([O-])([O-])=O.[Cs+].[Cs+].Cl[C:19]1[N:24]=[C:23]([C:25]#[N:26])[CH:22]=[CH:21][CH:20]=1.Cl, predict the reaction product. The product is: [OH:11][B:1]1[C:5]2[CH:6]=[C:7]([O:10][C:19]3[N:24]=[C:23]([C:25]#[N:26])[CH:22]=[CH:21][CH:20]=3)[CH:8]=[CH:9][C:4]=2[CH2:3][O:2]1. (10) Given the reactants [CH3:1][C:2]1([C:7]2[CH:12]=[CH:11][C:10]([NH2:13])=[CH:9][CH:8]=2)[O:6][CH2:5][CH2:4][O:3]1.O=[C:15]1[CH2:20][CH2:19][N:18]([C@H:21]([CH3:25])[CH2:22][C:23]#[N:24])[CH2:17][CH2:16]1.[CH3:26][C:27]1[C:32]([C:33](O)=[O:34])=[C:31]([CH3:36])[N:30]=[CH:29][N:28]=1, predict the reaction product. The product is: [CH3:1][C:2]1([C:7]2[CH:12]=[CH:11][C:10]([NH:13][CH:15]3[CH2:20][CH2:19][N:18]([C@H:21]([CH3:25])[CH2:22][CH2:23][NH:24][C:33]([C:32]4[C:27]([CH3:26])=[N:28][CH:29]=[N:30][C:31]=4[CH3:36])=[O:34])[CH2:17][CH2:16]3)=[CH:9][CH:8]=2)[O:3][CH2:4][CH2:5][O:6]1.